This data is from NCI-60 drug combinations with 297,098 pairs across 59 cell lines. The task is: Regression. Given two drug SMILES strings and cell line genomic features, predict the synergy score measuring deviation from expected non-interaction effect. (1) Cell line: OVCAR-5. Drug 2: CCC1=C2CN3C(=CC4=C(C3=O)COC(=O)C4(CC)O)C2=NC5=C1C=C(C=C5)O. Synergy scores: CSS=57.9, Synergy_ZIP=-1.03, Synergy_Bliss=1.57, Synergy_Loewe=-17.5, Synergy_HSA=1.26. Drug 1: CC=C1C(=O)NC(C(=O)OC2CC(=O)NC(C(=O)NC(CSSCCC=C2)C(=O)N1)C(C)C)C(C)C. (2) Drug 1: CC12CCC3C(C1CCC2O)C(CC4=C3C=CC(=C4)O)CCCCCCCCCS(=O)CCCC(C(F)(F)F)(F)F. Drug 2: COC1=NC(=NC2=C1N=CN2C3C(C(C(O3)CO)O)O)N. Cell line: UACC-257. Synergy scores: CSS=-1.46, Synergy_ZIP=0.410, Synergy_Bliss=-0.188, Synergy_Loewe=-1.55, Synergy_HSA=-1.39. (3) Drug 1: CS(=O)(=O)C1=CC(=C(C=C1)C(=O)NC2=CC(=C(C=C2)Cl)C3=CC=CC=N3)Cl. Drug 2: C1CCC(C(C1)N)N.C(=O)(C(=O)[O-])[O-].[Pt+4]. Cell line: SR. Synergy scores: CSS=62.3, Synergy_ZIP=-0.903, Synergy_Bliss=0.102, Synergy_Loewe=-10.4, Synergy_HSA=2.75. (4) Drug 1: CC1CCC2CC(C(=CC=CC=CC(CC(C(=O)C(C(C(=CC(C(=O)CC(OC(=O)C3CCCCN3C(=O)C(=O)C1(O2)O)C(C)CC4CCC(C(C4)OC)O)C)C)O)OC)C)C)C)OC. Drug 2: C1CN(CCN1C(=O)CCBr)C(=O)CCBr. Cell line: MDA-MB-435. Synergy scores: CSS=21.4, Synergy_ZIP=-4.52, Synergy_Bliss=-0.602, Synergy_Loewe=-56.9, Synergy_HSA=-0.0780. (5) Drug 1: C1=CN(C=N1)CC(O)(P(=O)(O)O)P(=O)(O)O. Drug 2: C1C(C(OC1N2C=NC3=C2NC=NCC3O)CO)O. Cell line: PC-3. Synergy scores: CSS=3.11, Synergy_ZIP=-1.60, Synergy_Bliss=-1.68, Synergy_Loewe=0.923, Synergy_HSA=-1.94. (6) Drug 1: C1CCC(C1)C(CC#N)N2C=C(C=N2)C3=C4C=CNC4=NC=N3. Drug 2: C1=NNC2=C1C(=O)NC=N2. Cell line: PC-3. Synergy scores: CSS=-3.10, Synergy_ZIP=0.371, Synergy_Bliss=-2.28, Synergy_Loewe=-4.27, Synergy_HSA=-4.06.